This data is from Catalyst prediction with 721,799 reactions and 888 catalyst types from USPTO. The task is: Predict which catalyst facilitates the given reaction. (1) Reactant: [F:1][C:2]([F:22])([F:21])[C:3]1[CH:20]=[CH:19][C:6]([CH2:7][C:8]2[NH:17][C:16](=O)[C:15]3[C:10](=[CH:11][CH:12]=[CH:13][CH:14]=3)[N:9]=2)=[CH:5][CH:4]=1.O=P(Cl)(Cl)[Cl:25].P(Cl)(Cl)(Cl)(Cl)Cl. Product: [Cl:25][C:16]1[C:15]2[C:10](=[CH:11][CH:12]=[CH:13][CH:14]=2)[N:9]=[C:8]([CH2:7][C:6]2[CH:19]=[CH:20][C:3]([C:2]([F:22])([F:21])[F:1])=[CH:4][CH:5]=2)[N:17]=1. The catalyst class is: 11. (2) Reactant: CC(OI1(OC(C)=O)(OC(C)=O)OC(=O)C2C=CC=CC1=2)=O.[F:23][C:24]1([F:32])[CH2:29][CH2:28][CH:27]([CH2:30][OH:31])[CH2:26][CH2:25]1.C([O-])(O)=O.[Na+].[O-]S([O-])(=S)=O.[Na+].[Na+]. Product: [F:23][C:24]1([F:32])[CH2:29][CH2:28][CH:27]([CH:30]=[O:31])[CH2:26][CH2:25]1. The catalyst class is: 34. (3) Reactant: [Br:1][CH2:2][CH2:3][CH2:4][C:5](Cl)=[O:6].[CH2:8]([OH:15])[C:9]1[CH:14]=[CH:13][CH:12]=[CH:11][CH:10]=1.C(=O)([O-])[O-].[K+].[K+].O. Product: [Br:1][CH2:2][CH2:3][CH2:4][C:5]([O:15][CH2:8][C:9]1[CH:14]=[CH:13][CH:12]=[CH:11][CH:10]=1)=[O:6]. The catalyst class is: 4. (4) Reactant: [CH:1]1([C:6]2([N:17]([CH3:19])[CH3:18])[CH2:16][CH2:15][C:9]3([C:13](=O)[NH:12][CH2:11][CH2:10]3)[CH2:8][CH2:7]2)[CH2:5][CH2:4][CH2:3][CH2:2]1.[H-].[Al+3].[Li+].[H-].[H-].[H-].O.[OH-].[Na+]. Product: [CH:1]1([C:6]2([N:17]([CH3:19])[CH3:18])[CH2:16][CH2:15][C:9]3([CH2:13][NH:12][CH2:11][CH2:10]3)[CH2:8][CH2:7]2)[CH2:5][CH2:4][CH2:3][CH2:2]1. The catalyst class is: 7. (5) Reactant: [H-].[Na+].[NH2:3][C:4]1[CH:12]=[C:11]([OH:13])[CH:10]=[CH:9][C:5]=1[C:6]([NH2:8])=[O:7].[CH2:14](Br)[C:15]1[CH:20]=[CH:19][CH:18]=[CH:17][CH:16]=1. Product: [NH2:3][C:4]1[CH:12]=[C:11]([O:13][CH2:14][C:15]2[CH:20]=[CH:19][CH:18]=[CH:17][CH:16]=2)[CH:10]=[CH:9][C:5]=1[C:6]([NH2:8])=[O:7]. The catalyst class is: 3. (6) Reactant: Cl.[NH2:2][C@H:3]1[C:12]2[C:7](=[CH:8][CH:9]=[C:10]([C:13]([O:15][CH3:16])=[O:14])[CH:11]=2)[O:6][CH2:5][CH2:4]1.CCN(C(C)C)C(C)C.[Cl:26][C:27]1[CH:35]=[CH:34][CH:33]=[CH:32][C:28]=1[C:29](Cl)=[O:30]. Product: [Cl:26][C:27]1[CH:35]=[CH:34][CH:33]=[CH:32][C:28]=1[C:29]([NH:2][C@H:3]1[C:12]2[C:7](=[CH:8][CH:9]=[C:10]([C:13]([O:15][CH3:16])=[O:14])[CH:11]=2)[O:6][CH2:5][CH2:4]1)=[O:30]. The catalyst class is: 4. (7) Reactant: [Cl:1][C:2]1[CH:7]=[CH:6][C:5]([S:8][CH2:9][C:10](=O)[CH2:11][CH3:12])=[CH:4][CH:3]=1.[OH-].[K+]. Product: [Cl:1][C:2]1[CH:7]=[CH:6][C:5]2[S:8][CH:9]=[C:10]([CH2:11][CH3:12])[C:4]=2[CH:3]=1. The catalyst class is: 159.